This data is from NCI-60 drug combinations with 297,098 pairs across 59 cell lines. The task is: Regression. Given two drug SMILES strings and cell line genomic features, predict the synergy score measuring deviation from expected non-interaction effect. (1) Drug 2: C1=NC2=C(N1)C(=S)N=CN2. Synergy scores: CSS=23.7, Synergy_ZIP=0.694, Synergy_Bliss=0.701, Synergy_Loewe=-26.3, Synergy_HSA=-2.43. Drug 1: CNC(=O)C1=NC=CC(=C1)OC2=CC=C(C=C2)NC(=O)NC3=CC(=C(C=C3)Cl)C(F)(F)F. Cell line: RXF 393. (2) Drug 1: C1CCC(CC1)NC(=O)N(CCCl)N=O. Drug 2: C(=O)(N)NO. Cell line: HOP-92. Synergy scores: CSS=27.5, Synergy_ZIP=-8.95, Synergy_Bliss=-2.17, Synergy_Loewe=-11.7, Synergy_HSA=-0.863. (3) Drug 1: CCCS(=O)(=O)NC1=C(C(=C(C=C1)F)C(=O)C2=CNC3=C2C=C(C=N3)C4=CC=C(C=C4)Cl)F. Drug 2: C1=CC=C(C(=C1)C(C2=CC=C(C=C2)Cl)C(Cl)Cl)Cl. Cell line: MDA-MB-231. Synergy scores: CSS=3.51, Synergy_ZIP=6.35, Synergy_Bliss=3.22, Synergy_Loewe=1.49, Synergy_HSA=1.16. (4) Drug 1: CNC(=O)C1=CC=CC=C1SC2=CC3=C(C=C2)C(=NN3)C=CC4=CC=CC=N4. Drug 2: CC1OCC2C(O1)C(C(C(O2)OC3C4COC(=O)C4C(C5=CC6=C(C=C35)OCO6)C7=CC(=C(C(=C7)OC)O)OC)O)O. Cell line: KM12. Synergy scores: CSS=41.2, Synergy_ZIP=2.71, Synergy_Bliss=3.06, Synergy_Loewe=6.46, Synergy_HSA=6.88. (5) Drug 1: C1CCC(C1)C(CC#N)N2C=C(C=N2)C3=C4C=CNC4=NC=N3. Drug 2: CC1=C2C(C(=O)C3(C(CC4C(C3C(C(C2(C)C)(CC1OC(=O)C(C(C5=CC=CC=C5)NC(=O)OC(C)(C)C)O)O)OC(=O)C6=CC=CC=C6)(CO4)OC(=O)C)O)C)O. Cell line: DU-145. Synergy scores: CSS=59.7, Synergy_ZIP=9.98, Synergy_Bliss=9.83, Synergy_Loewe=-2.70, Synergy_HSA=11.4. (6) Drug 1: C1CC(C1)(C(=O)O)C(=O)O.[NH2-].[NH2-].[Pt+2]. Drug 2: CC1C(C(CC(O1)OC2CC(CC3=C2C(=C4C(=C3O)C(=O)C5=CC=CC=C5C4=O)O)(C(=O)C)O)N)O. Cell line: MCF7. Synergy scores: CSS=42.8, Synergy_ZIP=-4.66, Synergy_Bliss=-2.31, Synergy_Loewe=1.38, Synergy_HSA=2.60.